The task is: Binary Classification. Given a miRNA mature sequence and a target amino acid sequence, predict their likelihood of interaction.. This data is from Experimentally validated miRNA-target interactions with 360,000+ pairs, plus equal number of negative samples. (1) The miRNA is hsa-miR-133a-5p with sequence AGCUGGUAAAAUGGAACCAAAU. The protein sequence of the target gene is MPCARGSWLAKLSIVAQLINFGAFCHGRQTQPWPVRFPDPRQEHFIKSLPEYHIVSPVQVDAGGHVLSYGLHHPVTSSRKKRAAGGSGDQLYYRISHEEKDLFFNLTVNWEFLSNGYVVEKRYGNLSHVKMVASSGQPCHLRGTVLQQGTTVGIGTAALSACQGLTGFFHLPHGDFFIEPVKKHPLTEEGSYPHVVYRRQSIRAPETKEPICGLKDSLDNSVKQELQREKWERKTLRSRSLSRRSISKERWVETLVVADTKTVEYHGSENVESYILTIMNMVTGLFHSPSIGNLVHIVVV.... Result: 0 (no interaction). (2) The miRNA is hsa-miR-562 with sequence AAAGUAGCUGUACCAUUUGC. The protein sequence of the target gene is MILLRASEVRQLLHNKFVVILGDSVHRAVYKDLVLLLQKDRLLTPGQLRARGELNFEQDELVDGGQRGHMHNGLNYREVREFRSDHHLVRFYFLTRVYSDYLQTILKELQSGEHAPDLVIMNSCLWDISRYGPNSWRSYLENLENLFQCLGQVLPESCLLVWNTAMPVGEEVTGGFLPPKLRRQKATFLKNEVVKANFHSATEARKHNFDVLDLHFHFRHARENLHWDGVHWNGRVHRCLSQLLLAHVADAWGVELPHRHPVGEWIKKKKPGPRVEGPPQANRNHPALPLSPPLPSPTYR.... Result: 0 (no interaction).